Task: Predict the reaction yield, written as a fraction of the theoretical maximum amount of product (1.0 means a 100% yield; for example, 0.34 means a 34% yield).. Dataset: Reaction yield outcomes from USPTO patents with 853,638 reactions (1) The reactants are [CH3:1][N:2]1[CH2:7][CH2:6][CH:5]([NH:8][C:9]2[C:14]([C:15]3[CH:20]=[CH:19][CH:18]=[CH:17][CH:16]=3)=[CH:13][N:12]=[C:11]([NH2:21])[CH:10]=2)[CH2:4][CH2:3]1.Br[C:23]1[CH:28]=[N:27][C:26]([C:29]#[N:30])=[CH:25][N:24]=1.C1C=CC(P(C2C(C3C(P(C4C=CC=CC=4)C4C=CC=CC=4)=CC=C4C=3C=CC=C4)=C3C(C=CC=C3)=CC=2)C2C=CC=CC=2)=CC=1.CC(C)([O-])C.[Na+]. The catalyst is C1(C)C=CC=CC=1. The product is [CH3:1][N:2]1[CH2:3][CH2:4][CH:5]([NH:8][C:9]2[C:14]([C:15]3[CH:20]=[CH:19][CH:18]=[CH:17][CH:16]=3)=[CH:13][N:12]=[C:11]([NH:21][C:23]3[N:24]=[CH:25][C:26]([C:29]#[N:30])=[N:27][CH:28]=3)[CH:10]=2)[CH2:6][CH2:7]1. The yield is 0.170. (2) The reactants are C(OC([N:11]1[CH2:16][CH2:15][N:14]([C:17]2[C:25]3[S:24][C:23]([NH:26][C:27]([C:29]4[S:30][C:31]([CH3:34])=[CH:32][CH:33]=4)=[O:28])=[N:22][C:21]=3[C:20]([O:35][CH3:36])=[CH:19][CH:18]=2)[CH2:13][CH2:12]1)=O)C1C=CC=CC=1.B(F)(F)F.CCOCC.C(S)C. The catalyst is ClCCl. The product is [CH3:36][O:35][C:20]1[C:21]2[N:22]=[C:23]([NH:26][C:27]([C:29]3[S:30][C:31]([CH3:34])=[CH:32][CH:33]=3)=[O:28])[S:24][C:25]=2[C:17]([N:14]2[CH2:13][CH2:12][NH:11][CH2:16][CH2:15]2)=[CH:18][CH:19]=1. The yield is 0.580. (3) The reactants are [C:1]([O:5][C:6]([N:8]1[CH2:13][CH2:12][C:11](=[C:14]([Br:24])[C:15]2[CH:20]=[CH:19][C:18]([C:21](O)=[O:22])=[CH:17][CH:16]=2)[CH2:10][CH2:9]1)=[O:7])([CH3:4])([CH3:3])[CH3:2].C(OC(Cl)=O)C(C)C.[CH2:33]([NH:35][CH2:36][CH3:37])[CH3:34]. The yield is 0.730. The product is [C:1]([O:5][C:6]([N:8]1[CH2:13][CH2:12][C:11](=[C:14]([Br:24])[C:15]2[CH:16]=[CH:17][C:18]([C:21](=[O:22])[N:35]([CH2:36][CH3:37])[CH2:33][CH3:34])=[CH:19][CH:20]=2)[CH2:10][CH2:9]1)=[O:7])([CH3:2])([CH3:3])[CH3:4]. The catalyst is ClCCl. (4) The yield is 0.850. The reactants are [F:1][C:2]1([F:32])[CH2:7][CH2:6][N:5]([C:8]([C:10]2[NH:11][C:12]3[C:17]([CH:18]=2)=[CH:16][C:15]([C:19]([N:21]2[CH2:25][CH2:24][CH2:23][C@H:22]2[CH2:26][N:27]2[CH2:31][CH2:30][CH2:29][CH2:28]2)=[O:20])=[CH:14][CH:13]=3)=[O:9])[CH2:4][CH2:3]1.[H-].[Na+].CS(O[CH2:40][C:41]([F:44])([F:43])[F:42])(=O)=O. The product is [F:32][C:2]1([F:1])[CH2:7][CH2:6][N:5]([C:8]([C:10]2[N:11]([CH2:40][C:41]([F:44])([F:43])[F:42])[C:12]3[C:17]([CH:18]=2)=[CH:16][C:15]([C:19]([N:21]2[CH2:25][CH2:24][CH2:23][C@H:22]2[CH2:26][N:27]2[CH2:31][CH2:30][CH2:29][CH2:28]2)=[O:20])=[CH:14][CH:13]=3)=[O:9])[CH2:4][CH2:3]1. The catalyst is CN(C)C=O. (5) The catalyst is CS(C)=O.C(OCC)(=O)C.C1C=CC(P(C2C=CC=CC=2)[C-]2C=CC=C2)=CC=1.C1C=CC(P(C2C=CC=CC=2)[C-]2C=CC=C2)=CC=1.Cl[Pd]Cl.[Fe+2]. The product is [CH3:21][C:16]1([CH3:22])[C:17]([CH3:20])([CH3:19])[O:18][B:14]([C:11]2[CH:10]=[CH:9][C:8]([C:4]3[S:5][CH:6]=[CH:7][C:3]=3[S:2][CH3:1])=[CH:13][CH:12]=2)[O:15]1. The yield is 0.500. The reactants are [CH3:1][S:2][C:3]1[CH:7]=[CH:6][S:5][C:4]=1[C:8]1[CH:13]=[CH:12][CH:11]=[CH:10][CH:9]=1.[B:14]1([B:14]2[O:18][C:17]([CH3:20])([CH3:19])[C:16]([CH3:22])([CH3:21])[O:15]2)[O:18][C:17]([CH3:20])([CH3:19])[C:16]([CH3:22])([CH3:21])[O:15]1.C([O-])(=O)C.[K+].CCCCCC. (6) The reactants are [C:1]([C:4]1[CH:5]=[C:6]([C:13]2[CH:14]=[C:15]([CH:30]=[CH:31][CH:32]=2)[C:16]([NH:18][C:19]([CH3:29])([C:21]([O:23]C2CCCC2)=[O:22])[CH3:20])=[O:17])[S:7][C:8]=1[NH:9][C:10](=[O:12])[NH2:11])(=[O:3])[NH2:2].[OH-].[Li+]. The catalyst is O1CCCC1.O. The product is [C:1]([C:4]1[CH:5]=[C:6]([C:13]2[CH:14]=[C:15]([CH:30]=[CH:31][CH:32]=2)[C:16]([NH:18][C:19]([CH3:29])([C:21]([OH:23])=[O:22])[CH3:20])=[O:17])[S:7][C:8]=1[NH:9][C:10](=[O:12])[NH2:11])(=[O:3])[NH2:2]. The yield is 0.200.